Dataset: Forward reaction prediction with 1.9M reactions from USPTO patents (1976-2016). Task: Predict the product of the given reaction. Given the reactants [CH3:1][CH2:2][NH:3][C:4]([C@H:6]1[N:10]([C:11]([C@@H:13]([NH:21][C:22]([C@@H:24]([NH:29][C:30]([C@H:32]([NH:37][C:38]([C@@H:40]([NH:49][C:50]([C@@H:52]([NH:55][C:56]([C@@H:58]([NH:69][C:70]([C@@H:72]([NH:79][C:80]([C@H:82]2[NH:87][C:85](=[O:86])[CH2:84][CH2:83]2)=[O:81])[CH2:73][C:74]2[NH:78][CH:77]=[N:76][CH:75]=2)=[O:71])[CH2:59][C:60]2[C:68]3[C:63](=[CH:64][CH:65]=[CH:66][CH:67]=3)[NH:62][CH:61]=2)=[O:57])[CH2:53][OH:54])=[O:51])[CH2:41][C:42]2[CH:47]=[CH:46][C:45]([OH:48])=[CH:44][CH:43]=2)=[O:39])[CH2:33][CH:34]([CH3:36])[CH3:35])=[O:31])[CH2:25][CH:26]([CH3:28])[CH3:27])=[O:23])[CH2:14][CH2:15][CH2:16][N:17]=[C:18]([NH2:20])[NH2:19])=[O:12])[CH2:9][CH2:8][CH2:7]1)=[O:5].CC(O)=O, predict the reaction product. The product is: [CH3:1][CH2:2][NH:3][C:4]([C@H:6]1[N:10]([C:11]([C@@H:13]([NH:21][C:22]([C@@H:24]([NH:29][C:30]([C@H:32]([NH:37][C:38]([C@@H:40]([NH:49][C:50]([C@@H:52]([NH:55][C:56]([C@@H:58]([NH:69][C:70]([C@@H:72]([NH:79][C:80]([C@H:82]2[NH:87][C:85](=[O:86])[CH2:84][CH2:83]2)=[O:81])[CH2:73][C:74]2[N:78]=[CH:77][NH:76][CH:75]=2)=[O:71])[CH2:59][C:60]2[C:68]3[CH:67]=[CH:66][CH:65]=[CH:64][C:63]=3[NH:62][CH:61]=2)=[O:57])[CH2:53][OH:54])=[O:51])[CH2:41][C:42]2[CH:43]=[CH:44][C:45]([OH:48])=[CH:46][CH:47]=2)=[O:39])[CH2:33][CH:34]([CH3:36])[CH3:35])=[O:31])[CH2:25][CH:26]([CH3:28])[CH3:27])=[O:23])[CH2:14][CH2:15][CH2:16][NH:17][C:18]([NH2:20])=[NH:19])=[O:12])[CH2:9][CH2:8][CH2:7]1)=[O:5].